Dataset: Full USPTO retrosynthesis dataset with 1.9M reactions from patents (1976-2016). Task: Predict the reactants needed to synthesize the given product. (1) Given the product [CH:1]([O:4][C:5]1[CH:13]=[CH:12][C:8]([C:9]([Cl:17])=[O:10])=[CH:7][C:6]=1[CH3:14])([CH3:3])[CH3:2], predict the reactants needed to synthesize it. The reactants are: [CH:1]([O:4][C:5]1[CH:13]=[CH:12][C:8]([C:9](O)=[O:10])=[CH:7][C:6]=1[CH3:14])([CH3:3])[CH3:2].S(Cl)([Cl:17])=O. (2) Given the product [CH2:28]([O:1][C:2]1[CH:3]=[CH:4][C:5]2[O:9][C:8]([C:10]3[O:14][N:13]=[C:12]([O:15][CH2:16][C@@H:17]([NH:19][C:20](=[O:26])[O:21][C:22]([CH3:23])([CH3:25])[CH3:24])[CH3:18])[CH:11]=3)=[N:7][C:6]=2[CH:27]=1)[CH3:29], predict the reactants needed to synthesize it. The reactants are: [OH:1][C:2]1[CH:3]=[CH:4][C:5]2[O:9][C:8]([C:10]3[O:14][N:13]=[C:12]([O:15][CH2:16][C@@H:17]([NH:19][C:20](=[O:26])[O:21][C:22]([CH3:25])([CH3:24])[CH3:23])[CH3:18])[CH:11]=3)=[N:7][C:6]=2[CH:27]=1.[CH2:28](I)[CH3:29].